The task is: Regression. Given two drug SMILES strings and cell line genomic features, predict the synergy score measuring deviation from expected non-interaction effect.. This data is from NCI-60 drug combinations with 297,098 pairs across 59 cell lines. (1) Drug 1: CC(C1=C(C=CC(=C1Cl)F)Cl)OC2=C(N=CC(=C2)C3=CN(N=C3)C4CCNCC4)N. Drug 2: C1CC(=O)NC(=O)C1N2C(=O)C3=CC=CC=C3C2=O. Cell line: SN12C. Synergy scores: CSS=12.1, Synergy_ZIP=-1.88, Synergy_Bliss=5.59, Synergy_Loewe=-1.11, Synergy_HSA=6.40. (2) Drug 1: C1C(C(OC1N2C=NC3=C(N=C(N=C32)Cl)N)CO)O. Drug 2: C1CN(P(=O)(OC1)NCCCl)CCCl. Cell line: HCC-2998. Synergy scores: CSS=46.7, Synergy_ZIP=2.32, Synergy_Bliss=0.854, Synergy_Loewe=-32.0, Synergy_HSA=0.590. (3) Drug 1: CCC1=CC2CC(C3=C(CN(C2)C1)C4=CC=CC=C4N3)(C5=C(C=C6C(=C5)C78CCN9C7C(C=CC9)(C(C(C8N6C)(C(=O)OC)O)OC(=O)C)CC)OC)C(=O)OC.C(C(C(=O)O)O)(C(=O)O)O. Drug 2: COC1=NC(=NC2=C1N=CN2C3C(C(C(O3)CO)O)O)N. Cell line: IGROV1. Synergy scores: CSS=3.89, Synergy_ZIP=-6.56, Synergy_Bliss=2.14, Synergy_Loewe=-29.6, Synergy_HSA=-0.693. (4) Drug 1: CCC1=CC2CC(C3=C(CN(C2)C1)C4=CC=CC=C4N3)(C5=C(C=C6C(=C5)C78CCN9C7C(C=CC9)(C(C(C8N6C)(C(=O)OC)O)OC(=O)C)CC)OC)C(=O)OC.C(C(C(=O)O)O)(C(=O)O)O. Drug 2: C(CC(=O)O)C(=O)CN.Cl. Cell line: SNB-19. Synergy scores: CSS=36.6, Synergy_ZIP=-2.53, Synergy_Bliss=-1.70, Synergy_Loewe=-23.4, Synergy_HSA=-1.11.